Dataset: Catalyst prediction with 721,799 reactions and 888 catalyst types from USPTO. Task: Predict which catalyst facilitates the given reaction. (1) Reactant: [Br:1][C:2]1[CH:10]=[CH:9][C:8]([C:11]#[N:12])=[CH:7][C:3]=1[C:4]([OH:6])=O.[F:13][C:14]1[CH:15]=[C:16]([C:26](=[O:28])[CH3:27])[CH:17]=[CH:18][C:19]=1[N:20]1[CH2:25][CH2:24][NH:23][CH2:22][CH2:21]1. Product: [C:26]([C:16]1[CH:17]=[CH:18][C:19]([N:20]2[CH2:21][CH2:22][N:23]([C:4]([C:3]3[CH:7]=[C:8]([CH:9]=[CH:10][C:2]=3[Br:1])[C:11]#[N:12])=[O:6])[CH2:24][CH2:25]2)=[C:14]([F:13])[CH:15]=1)(=[O:28])[CH3:27]. The catalyst class is: 3. (2) Reactant: [C:1]([O:5][C:6]([C:8]([NH2:12])([OH:11])[CH2:9][CH3:10])=[O:7])([CH3:4])([CH3:3])[CH3:2].[CH3:13][C:14]1[CH:15]=[CH:16][CH:17]=[C:18]([NH:21][C:22]2[CH:23]=[CH:24][CH:25]=[CH:26][C:27]=2[C:28]([OH:30])=[O:29])[C:19]=1[CH3:20].CCN=C=NCCCN(C)C.Cl.C(OCC)(=O)C. Product: [C:6]([C:8]([NH2:12])([OH:11])[CH2:9][CH3:10])([O:5][C:1]([CH3:2])([CH3:4])[CH3:3])=[O:7].[CH3:13][C:14]1[CH:15]=[CH:16][CH:17]=[C:18]([NH:21][C:22]2[CH:23]=[CH:24][CH:25]=[CH:26][C:27]=2[C:28]([OH:30])=[O:29])[C:19]=1[CH3:20]. The catalyst class is: 166. (3) Reactant: [Br:1][C:2]1[CH:3]=[CH:4][C:5]([OH:10])=[C:6]([CH:9]=1)[CH:7]=[O:8].C(=O)([O-])[O-].[K+].[K+].Br[CH2:18][CH:19]([CH3:21])[CH3:20]. Product: [Br:1][C:2]1[CH:3]=[CH:4][C:5]([O:10][CH2:18][CH:19]([CH3:21])[CH3:20])=[C:6]([CH:9]=1)[CH:7]=[O:8]. The catalyst class is: 9. (4) Reactant: [CH3:1][C:2](=[N:4][OH:5])[CH3:3].C([Li])CCC.[CH3:11][O:12][C:13]1[C:21]2[CH:20]=[C:19]([C:22](OC)=O)[O:18][C:17]=2[CH:16]=[CH:15][CH:14]=1.S(=O)(=O)(O)O.C(=O)([O-])O.[Na+]. Product: [CH3:11][O:12][C:13]1[C:21]2[CH:20]=[C:19]([C:22]3[O:5][N:4]=[C:2]([CH3:3])[CH:1]=3)[O:18][C:17]=2[CH:16]=[CH:15][CH:14]=1. The catalyst class is: 1. (5) Reactant: C[Al](C)C.[NH2:5][C:6]1[C:7]([C:14]([O:16]C)=O)=[N:8][C:9]([Br:13])=[C:10]([CH3:12])[N:11]=1.[NH2:18][C:19]1[CH:20]=[N:21][CH:22]=[CH:23][CH:24]=1.O. Product: [NH2:5][C:6]1[C:7]([C:14]([NH:18][C:19]2[CH:20]=[N:21][CH:22]=[CH:23][CH:24]=2)=[O:16])=[N:8][C:9]([Br:13])=[C:10]([CH3:12])[N:11]=1. The catalyst class is: 2. (6) The catalyst class is: 21. Product: [Br-:1].[O:4]=[C:3]([C:5]1[CH:10]=[CH:9][CH:8]=[CH:7][CH:6]=1)[CH2:2][S+:11]1[CH2:15][CH2:14][CH2:13][CH2:12]1. Reactant: [Br:1][CH2:2][C:3]([C:5]1[CH:10]=[CH:9][CH:8]=[CH:7][CH:6]=1)=[O:4].[S:11]1[CH2:15][CH2:14][CH2:13][CH2:12]1. (7) Reactant: [Br:1][C:2]1[CH:3]=[C:4]2[C:9](=[CH:10][CH:11]=1)[N:8]=[CH:7][NH:6][C:5]2=O.O=P(Cl)(Cl)[Cl:15].CCN(CC)CC. Product: [Br:1][C:2]1[CH:3]=[C:4]2[C:9](=[CH:10][CH:11]=1)[N:8]=[CH:7][N:6]=[C:5]2[Cl:15]. The catalyst class is: 12. (8) Reactant: [OH:1][C:2]1[CH:3]=[C:4]([CH2:23][CH2:24][CH2:25][CH2:26][N:27]2[C:35](=[O:36])[C:34]3[C:29](=[CH:30][CH:31]=[CH:32][CH:33]=3)[C:28]2=[O:37])[CH:5]=[C:6]([CH2:8][CH2:9][CH2:10][CH2:11][N:12]2[C:20](=[O:21])[C:19]3[C:14](=[CH:15][CH:16]=[CH:17][CH:18]=3)[C:13]2=[O:22])[CH:7]=1.[F:38][C:39]([F:52])([F:51])[S:40](O[S:40]([C:39]([F:52])([F:51])[F:38])(=[O:42])=[O:41])(=[O:42])=[O:41].O.C(OCC)C. Product: [F:38][C:39]([F:52])([F:51])[S:40]([O:1][C:2]1[CH:3]=[C:4]([CH2:23][CH2:24][CH2:25][CH2:26][N:27]2[C:35](=[O:36])[C:34]3[C:29](=[CH:30][CH:31]=[CH:32][CH:33]=3)[C:28]2=[O:37])[CH:5]=[C:6]([CH2:8][CH2:9][CH2:10][CH2:11][N:12]2[C:20](=[O:21])[C:19]3[C:14](=[CH:15][CH:16]=[CH:17][CH:18]=3)[C:13]2=[O:22])[CH:7]=1)(=[O:42])=[O:41]. The catalyst class is: 17. (9) Reactant: [CH2:1]([C:3]1[C:4]([CH2:16][O:17][C:18]2[CH:23]=[CH:22][C:21]([C:24]3[C:28]([CH3:29])=[C:27]([C:30]([O:32][CH2:33][CH3:34])=[O:31])[NH:26][N:25]=3)=[CH:20][C:19]=2[CH3:35])=[C:5]([N:9]2[C:13](=[O:14])[N:12]([CH3:15])[N:11]=[N:10]2)[CH:6]=[CH:7][CH:8]=1)[CH3:2].S(OC)(O[CH3:40])(=O)=O.C1(C)C=CC=CC=1. Product: [CH2:1]([C:3]1[C:4]([CH2:16][O:17][C:18]2[CH:23]=[CH:22][C:21]([C:24]3[C:28]([CH3:29])=[C:27]([C:30]([O:32][CH2:33][CH3:34])=[O:31])[N:26]([CH3:40])[N:25]=3)=[CH:20][C:19]=2[CH3:35])=[C:5]([N:9]2[C:13](=[O:14])[N:12]([CH3:15])[N:11]=[N:10]2)[CH:6]=[CH:7][CH:8]=1)[CH3:2]. The catalyst class is: 6.